From a dataset of Reaction yield outcomes from USPTO patents with 853,638 reactions. Predict the reaction yield, written as a fraction of the theoretical maximum amount of product (1.0 means a 100% yield; for example, 0.34 means a 34% yield). (1) The reactants are [Br:1][C:2]1[C:3](Cl)=[N:4][C:5]([Cl:8])=[N:6][CH:7]=1.[CH3:10][S:11]([N:14]1[CH2:19][CH2:18][CH:17]([NH2:20])[CH2:16][CH2:15]1)(=[O:13])=[O:12].CCN(C(C)C)C(C)C. The catalyst is C1COCC1. The product is [Br:1][C:2]1[C:3]([NH:20][CH:17]2[CH2:18][CH2:19][N:14]([S:11]([CH3:10])(=[O:13])=[O:12])[CH2:15][CH2:16]2)=[N:4][C:5]([Cl:8])=[N:6][CH:7]=1. The yield is 0.0800. (2) The reactants are Cl[C:2]1[N:7]=[CH:6][C:5]([B:8]([OH:10])[OH:9])=[CH:4][N:3]=1.[NH:11]1[CH2:17][CH2:16][C:15](=[O:18])[NH:14][CH2:13][CH2:12]1. The catalyst is O1CCOCC1. The product is [O:18]=[C:15]1[CH2:16][CH2:17][N:11]([C:2]2[N:7]=[CH:6][C:5]([B:8]([OH:10])[OH:9])=[CH:4][N:3]=2)[CH2:12][CH2:13][NH:14]1. The yield is 0.300. (3) The reactants are [O-:1][S:2]([O-:4])=[O:3].[Na+].[Na+].[Cl:7][C:8]1[CH:9]=[CH:10][C:11](F)=[C:12]([N+:14]([O-:16])=[O:15])[CH:13]=1.Cl. The catalyst is CCO.O. The product is [Cl:7][C:8]1[CH:9]=[CH:10][C:11]([S:2]([OH:4])(=[O:1])=[O:3])=[C:12]([N+:14]([O-:16])=[O:15])[CH:13]=1. The yield is 0.570. (4) The reactants are [C:1]([O:5][C:6]([C:8]1[CH:41]=[CH:40][C:11]([CH2:12][N:13]2[C:17](=[O:18])[C:16]3([CH2:23][CH2:22][N:21](C(OCC4C=CC=CC=4)=O)[CH2:20][CH2:19]3)[N:15]([C:34]3[CH:39]=[CH:38][CH:37]=[CH:36][CH:35]=3)[CH2:14]2)=[CH:10][CH:9]=1)=[O:7])([CH3:4])([CH3:3])[CH3:2]. The catalyst is [Pd].C(OCC)(=O)C.CO. The product is [O:18]=[C:17]1[C:16]2([CH2:23][CH2:22][NH:21][CH2:20][CH2:19]2)[N:15]([C:34]2[CH:39]=[CH:38][CH:37]=[CH:36][CH:35]=2)[CH2:14][N:13]1[CH2:12][C:11]1[CH:10]=[CH:9][C:8]([C:6]([O:5][C:1]([CH3:2])([CH3:4])[CH3:3])=[O:7])=[CH:41][CH:40]=1. The yield is 0.990.